Dataset: Forward reaction prediction with 1.9M reactions from USPTO patents (1976-2016). Task: Predict the product of the given reaction. (1) The product is: [CH2:1]([C:3]1[CH:8]=[C:7]([S:10][C:11]#[N:12])[CH:6]=[CH:5][C:4]=1[OH:9])[CH3:2]. Given the reactants [CH2:1]([C:3]1[CH:8]=[CH:7][CH:6]=[CH:5][C:4]=1[OH:9])[CH3:2].[S-:10][C:11]#[N:12].[Na+].[Br-].[Na+].BrBr.C(=O)(O)[O-].[Na+], predict the reaction product. (2) Given the reactants C([O:5][C:6](=[O:42])[CH2:7][N:8]1[CH2:16][CH2:15][N:14]([CH2:17][C:18](=[O:24])[O:19]C(C)(C)C)[CH2:13][CH2:12][N:11]([CH:25]([CH2:30][CH2:31][CH2:32][C:33]2[CH:38]=[CH:37][C:36]([N+:39]([O-:41])=[O:40])=[CH:35][CH:34]=2)[C:26]([O:28]C)=[O:27])[CH2:10][CH2:9]1)(C)(C)C.Cl, predict the reaction product. The product is: [C:18]([CH2:17][N:14]1[CH2:15][CH2:16][N:8]([CH2:7][C:6]([OH:42])=[O:5])[CH2:9][CH2:10][N:11]([CH:25]([CH2:30][CH2:31][CH2:32][C:33]2[CH:34]=[CH:35][C:36]([N+:39]([O-:41])=[O:40])=[CH:37][CH:38]=2)[C:26]([OH:28])=[O:27])[CH2:12][CH2:13]1)([OH:24])=[O:19].